Dataset: Ames mutagenicity test results for genotoxicity prediction. Task: Regression/Classification. Given a drug SMILES string, predict its toxicity properties. Task type varies by dataset: regression for continuous values (e.g., LD50, hERG inhibition percentage) or binary classification for toxic/non-toxic outcomes (e.g., AMES mutagenicity, cardiotoxicity, hepatotoxicity). Dataset: ames. (1) The molecule is Cc1c(N(C)CS(=O)(=O)O)c(=O)n(-c2ccccc2)n1C. The result is 1 (mutagenic). (2) The drug is O=C(OCC1CO1)c1ccc([N+](=O)[O-])cc1. The result is 1 (mutagenic). (3) The compound is c1ccc(-c2ccccc2-c2ccccc2)cc1. The result is 0 (non-mutagenic). (4) The compound is OCCOCCOCCO. The result is 1 (mutagenic). (5) The drug is CC/C=C/C=C/C=C/C=C/C=C/C=C/OCC(O)CO. The result is 1 (mutagenic). (6) The molecule is Nc1cnc2ccc3ccccc3c2c1. The result is 1 (mutagenic).